Predict the reactants needed to synthesize the given product. From a dataset of Full USPTO retrosynthesis dataset with 1.9M reactions from patents (1976-2016). (1) The reactants are: Cl.Cl[C:3]1[C:12]2[C:7](=[CH:8][C:9]([CH2:13][N:14]3[CH2:19][CH2:18][NH:17][C@@H:16]([CH3:20])[C:15]3=[O:21])=[CH:10][CH:11]=2)[N:6]=[CH:5][CH:4]=1.[Br:22][C:23]1[CH:24]=[C:25](/[CH:28]=[CH:29]/[C:30]([OH:32])=O)[S:26][CH:27]=1.BrC1C=C(C=O)SC=1.C([N:43](CC)CC)C. Given the product [NH2:43][C:3]1[C:12]2[C:7](=[CH:8][C:9]([CH2:13][N:14]3[CH2:19][CH2:18][N:17]([C:30](=[O:32])[CH:29]=[CH:28][C:25]4[S:26][CH:27]=[C:23]([Br:22])[CH:24]=4)[C@@H:16]([CH3:20])[C:15]3=[O:21])=[CH:10][CH:11]=2)[N:6]=[CH:5][CH:4]=1, predict the reactants needed to synthesize it. (2) Given the product [F:3][C:4]1[C:5]([O:11][C:12]2[CH:17]=[CH:16][CH:15]=[CH:14][C:13]=2[C:18](=[N:23][O:24][CH3:25])[C:19]([NH:21][CH3:22])=[O:20])=[N:6][CH:7]=[N:8][C:9]=1[O:33][C:28]1[CH:29]=[CH:30][CH:31]=[CH:32][C:27]=1[CH3:26], predict the reactants needed to synthesize it. The reactants are: [H-].[Na+].[F:3][C:4]1[C:5]([O:11][C:12]2[CH:17]=[CH:16][CH:15]=[CH:14][C:13]=2[C:18](=[N:23][O:24][CH3:25])[C:19]([NH:21][CH3:22])=[O:20])=[N:6][CH:7]=[N:8][C:9]=1F.[CH3:26][C:27]1[CH:32]=[CH:31][CH:30]=[CH:29][C:28]=1[OH:33].